From a dataset of Full USPTO retrosynthesis dataset with 1.9M reactions from patents (1976-2016). Predict the reactants needed to synthesize the given product. (1) Given the product [CH3:41][C:36]([N:33]1[CH2:34][CH2:35][N:30]([CH2:29][C:27]2[S:28][C:8]3[C:7]([N:1]4[CH2:2][CH2:3][O:4][CH2:5][CH2:6]4)=[N:12][C:11]([C:43]4[N:48]5[CH:49]=[C:50]([CH3:52])[N:51]=[C:47]5[CH:46]=[CH:45][CH:44]=4)=[N:10][C:9]=3[CH:26]=2)[CH2:31][CH2:32]1)([CH3:40])[C:37]([NH2:39])=[O:38], predict the reactants needed to synthesize it. The reactants are: [N:1]1([C:7]2[C:8]3[S:28][C:27]([CH2:29][N:30]4[CH2:35][CH2:34][N:33]([C:36]([CH3:41])([CH3:40])[C:37]([NH2:39])=[O:38])[CH2:32][CH2:31]4)=[CH:26][C:9]=3[N:10]=[C:11]([Sn](CCCC)(CCCC)CCCC)[N:12]=2)[CH2:6][CH2:5][O:4][CH2:3][CH2:2]1.Br[C:43]1[N:48]2[CH:49]=[C:50]([CH3:52])[N:51]=[C:47]2[CH:46]=[CH:45][CH:44]=1. (2) Given the product [C:1]([O:4][C@@H:5]1[C@@H:10]([O:11][C:12](=[O:14])[CH3:13])[C@H:9]([O:15][C:16](=[O:18])[CH3:17])[C@@H:8]([O:19][CH3:20])[O:7][C@H:6]1[C:21]1[CH:26]=[CH:25][C:24]([Cl:27])=[C:23]([CH2:28][C:29]2[CH:34]=[CH:33][C:32]([C:35](=[O:41])[CH3:36])=[CH:31][CH:30]=2)[CH:22]=1)(=[O:3])[CH3:2], predict the reactants needed to synthesize it. The reactants are: [C:1]([O:4][C@@H:5]1[C@@H:10]([O:11][C:12](=[O:14])[CH3:13])[C@H:9]([O:15][C:16](=[O:18])[CH3:17])[C@@H:8]([O:19][CH3:20])[O:7][C@H:6]1[C:21]1[CH:26]=[CH:25][C:24]([Cl:27])=[C:23]([CH2:28][C:29]2[CH:34]=[CH:33][C:32]([C:35]#[C:36][Si](C)(C)C)=[CH:31][CH:30]=2)[CH:22]=1)(=[O:3])[CH3:2].[OH2:41]. (3) Given the product [CH3:7][O:8][C:9]1[CH:10]=[C:11](/[CH:12]=[CH:13]/[C:14]([NH:22][C:23]2[CH:35]=[C:34]([O:36][C:37]3[CH:42]=[CH:41][CH:40]=[CH:39][CH:38]=3)[CH:33]=[CH:32][C:24]=2[C:25]([O:27][C:28]([CH3:29])([CH3:30])[CH3:31])=[O:26])=[O:16])[CH:17]=[CH:18][C:19]=1[O:20][CH3:21], predict the reactants needed to synthesize it. The reactants are: C(Cl)(=O)C(Cl)=O.[CH3:7][O:8][C:9]1[CH:10]=[C:11]([CH:17]=[CH:18][C:19]=1[O:20][CH3:21])[CH:12]=[CH:13][C:14]([OH:16])=O.[NH2:22][C:23]1[CH:35]=[C:34]([O:36][C:37]2[CH:42]=[CH:41][CH:40]=[CH:39][CH:38]=2)[CH:33]=[CH:32][C:24]=1[C:25]([O:27][C:28]([CH3:31])([CH3:30])[CH3:29])=[O:26].C(=O)([O-])O.[Na+].